Dataset: Peptide-MHC class I binding affinity with 185,985 pairs from IEDB/IMGT. Task: Regression. Given a peptide amino acid sequence and an MHC pseudo amino acid sequence, predict their binding affinity value. This is MHC class I binding data. (1) The peptide sequence is KLMARRAQV. The MHC is HLA-A02:01 with pseudo-sequence HLA-A02:01. The binding affinity (normalized) is 0.383. (2) The peptide sequence is SSEADCFTY. The MHC is HLA-B15:09 with pseudo-sequence HLA-B15:09. The binding affinity (normalized) is 0.0847. (3) The peptide sequence is YQHLHTAPK. The MHC is HLA-A11:01 with pseudo-sequence HLA-A11:01. The binding affinity (normalized) is 0.644.